This data is from Forward reaction prediction with 1.9M reactions from USPTO patents (1976-2016). The task is: Predict the product of the given reaction. (1) Given the reactants Cl.[CH3:2][O:3][C:4]([C:6]1[CH:7]=[CH:8][C:9]2[O:13][C:12]([C:14]([NH:16][C:17]3[CH:22]=[CH:21][C:20]([Cl:23])=[CH:19][N:18]=3)=[O:15])=[C:11]([NH:24][C:25]([C@H:27]3[CH2:32]C[C@H](NC)[CH2:29][CH2:28]3)=[O:26])[C:10]=2[CH:35]=1)=[O:5].C(Cl)(=[O:38])C.[CH2:40]([N:42]([CH2:45][CH3:46])[CH2:43][CH3:44])C.C(=O)([O-])O.[Na+], predict the reaction product. The product is: [C:43]([N:42]([C@H:45]1[CH2:46][CH2:32][C@H:27]([C:25]([NH:24][C:11]2[C:10]3[CH:35]=[C:6]([C:4]([O:3][CH3:2])=[O:5])[CH:7]=[CH:8][C:9]=3[O:13][C:12]=2[C:14]([NH:16][C:17]2[CH:22]=[CH:21][C:20]([Cl:23])=[CH:19][N:18]=2)=[O:15])=[O:26])[CH2:28][CH2:29]1)[CH3:40])(=[O:38])[CH3:44]. (2) The product is: [F:1][C:2]1([F:9])[CH2:5][CH:4]([CH2:6][C:7]([OH:12])=[O:8])[CH2:3]1. Given the reactants [F:1][C:2]1([F:9])[CH2:5][CH:4]([CH2:6][CH2:7][OH:8])[CH2:3]1.CC(C)=[O:12].OS(O)(=O)=O.O=[Cr](=O)=O, predict the reaction product. (3) Given the reactants [Cl:1][C:2]1[CH:27]=[C:26]([Cl:28])[CH:25]=[CH:24][C:3]=1[CH2:4][O:5][C:6]1[C:11]([CH3:12])=[C:10]([O:13]COC)[CH:9]=[CH:8][C:7]=1/[CH:17]=[CH:18]/[C:19]([O:21][CH2:22][CH3:23])=[O:20].Cl.[OH-].[Na+], predict the reaction product. The product is: [Cl:1][C:2]1[CH:27]=[C:26]([Cl:28])[CH:25]=[CH:24][C:3]=1[CH2:4][O:5][C:6]1[C:11]([CH3:12])=[C:10]([OH:13])[CH:9]=[CH:8][C:7]=1/[CH:17]=[CH:18]/[C:19]([O:21][CH2:22][CH3:23])=[O:20]. (4) The product is: [NH2:1][C:2]1[N:3]=[C:4]([C:19]2[CH:24]=[CH:23][CH:22]=[CH:21][CH:20]=2)[C:5]([C:11]2[CH:12]=[CH:13][C:14](=[O:18])[N:15]([CH3:17])[N:16]=2)=[C:6]([NH:32][CH2:31][C:26]2[CH:27]=[CH:28][CH:29]=[CH:30][N:25]=2)[N:7]=1. Given the reactants [NH2:1][C:2]1[N:7]=[C:6](S(C)=O)[C:5]([C:11]2[CH:12]=[CH:13][C:14](=[O:18])[N:15]([CH3:17])[N:16]=2)=[C:4]([C:19]2[CH:24]=[CH:23][CH:22]=[CH:21][CH:20]=2)[N:3]=1.[N:25]1[CH:30]=[CH:29][CH:28]=[CH:27][C:26]=1[CH2:31][NH2:32], predict the reaction product.